This data is from NCI-60 drug combinations with 297,098 pairs across 59 cell lines. The task is: Regression. Given two drug SMILES strings and cell line genomic features, predict the synergy score measuring deviation from expected non-interaction effect. Drug 1: C1CC(C1)(C(=O)O)C(=O)O.[NH2-].[NH2-].[Pt+2]. Drug 2: CCC1(CC2CC(C3=C(CCN(C2)C1)C4=CC=CC=C4N3)(C5=C(C=C6C(=C5)C78CCN9C7C(C=CC9)(C(C(C8N6C)(C(=O)OC)O)OC(=O)C)CC)OC)C(=O)OC)O.OS(=O)(=O)O. Cell line: EKVX. Synergy scores: CSS=-0.394, Synergy_ZIP=1.93, Synergy_Bliss=3.80, Synergy_Loewe=-0.805, Synergy_HSA=-1.33.